The task is: Predict the reactants needed to synthesize the given product.. This data is from Full USPTO retrosynthesis dataset with 1.9M reactions from patents (1976-2016). (1) Given the product [Br:1][C:2]1[CH:7]=[CH:6][C:5]2[O:8][CH:17]([CH3:18])[O:9][C:4]=2[CH:3]=1, predict the reactants needed to synthesize it. The reactants are: [Br:1][C:2]1[CH:3]=[C:4]([OH:9])[C:5]([OH:8])=[CH:6][CH:7]=1.C(=O)([O-])[O-].[Cs+].[Cs+].Br[CH:17](Br)[CH3:18]. (2) Given the product [Br:1][C:2]1[CH:3]=[C:4]([C:8]2([CH3:16])[CH2:9][C:10]3[C:15](=[CH:14][CH:13]=[CH:12][CH:11]=3)[C:26]([S:25][CH2:23][CH3:24])=[N:27]2)[CH:5]=[CH:6][CH:7]=1, predict the reactants needed to synthesize it. The reactants are: [Br:1][C:2]1[CH:7]=[CH:6][CH:5]=[C:4]([C:8](Cl)([CH3:16])[CH2:9][C:10]2[CH:15]=[CH:14][CH:13]=[CH:12][CH:11]=2)[CH:3]=1.[Sn](Cl)(Cl)(Cl)Cl.[CH2:23]([S:25][C:26]#[N:27])[CH3:24]. (3) Given the product [C:35]([N:24]1[CH2:23][CH2:22][N:21]([C:18]2[CH:19]=[CH:20][C:15]([C:7]3[NH:6][C:5](=[O:27])[C:4]4[C:9](=[CH:10][C:11]([O:13][CH3:14])=[CH:12][C:3]=4[O:2][CH3:1])[N:8]=3)=[CH:16][CH:17]=2)[CH2:26][CH2:25]1)(=[O:39])[CH:36]([CH3:38])[CH3:37], predict the reactants needed to synthesize it. The reactants are: [CH3:1][O:2][C:3]1[CH:12]=[C:11]([O:13][CH3:14])[CH:10]=[C:9]2[C:4]=1[C:5](=[O:27])[NH:6][C:7]([C:15]1[CH:20]=[CH:19][C:18]([N:21]3[CH2:26][CH2:25][NH:24][CH2:23][CH2:22]3)=[CH:17][CH:16]=1)=[N:8]2.CCN(CC)CC.[C:35](Cl)(=[O:39])[CH:36]([CH3:38])[CH3:37].